Dataset: Forward reaction prediction with 1.9M reactions from USPTO patents (1976-2016). Task: Predict the product of the given reaction. Given the reactants F[C:2]1[CH:7]=[CH:6][C:5]([NH:8][C:9](=[O:35])[NH:10][C:11]2[CH:16]=[CH:15][C:14]([C:17]3[CH:18]=[C:19]4[C:23](=[CH:24][CH:25]=3)[C:22](=[O:26])[N:21]([C@@H:27]([CH:32]([CH3:34])[CH3:33])[C:28]([O:30][CH3:31])=[O:29])[CH2:20]4)=[CH:13][CH:12]=2)=[CH:4][CH:3]=1.[NH2:36][C:37]1C=CC(C2C=C3C(=CC=2)C(=O)N([C@@H](C(C)C)C(OC)=O)C3)=CC=1.C(C1C=C(N=C=O)C=CC=1)#N, predict the reaction product. The product is: [C:37]([C:7]1[CH:6]=[C:5]([NH:8][C:9](=[O:35])[NH:10][C:11]2[CH:16]=[CH:15][C:14]([C:17]3[CH:18]=[C:19]4[C:23](=[CH:24][CH:25]=3)[C:22](=[O:26])[N:21]([C@@H:27]([CH:32]([CH3:33])[CH3:34])[C:28]([O:30][CH3:31])=[O:29])[CH2:20]4)=[CH:13][CH:12]=2)[CH:4]=[CH:3][CH:2]=1)#[N:36].